The task is: Regression. Given two drug SMILES strings and cell line genomic features, predict the synergy score measuring deviation from expected non-interaction effect.. This data is from NCI-60 drug combinations with 297,098 pairs across 59 cell lines. (1) Drug 1: C1CCC(CC1)NC(=O)N(CCCl)N=O. Drug 2: CC1=C2C(C(=O)C3(C(CC4C(C3C(C(C2(C)C)(CC1OC(=O)C(C(C5=CC=CC=C5)NC(=O)OC(C)(C)C)O)O)OC(=O)C6=CC=CC=C6)(CO4)OC(=O)C)O)C)O. Cell line: IGROV1. Synergy scores: CSS=31.2, Synergy_ZIP=-0.316, Synergy_Bliss=0.360, Synergy_Loewe=4.41, Synergy_HSA=4.64. (2) Drug 1: CCC1(C2=C(COC1=O)C(=O)N3CC4=CC5=C(C=CC(=C5CN(C)C)O)N=C4C3=C2)O.Cl. Drug 2: CC1C(C(CC(O1)OC2CC(CC3=C2C(=C4C(=C3O)C(=O)C5=CC=CC=C5C4=O)O)(C(=O)C)O)N)O. Cell line: K-562. Synergy scores: CSS=31.0, Synergy_ZIP=-14.7, Synergy_Bliss=-18.1, Synergy_Loewe=-13.4, Synergy_HSA=-12.4. (3) Drug 1: C1CC(C1)(C(=O)O)C(=O)O.[NH2-].[NH2-].[Pt+2]. Drug 2: CCN(CC)CCCC(C)NC1=C2C=C(C=CC2=NC3=C1C=CC(=C3)Cl)OC. Cell line: CCRF-CEM. Synergy scores: CSS=33.0, Synergy_ZIP=-4.00, Synergy_Bliss=2.02, Synergy_Loewe=2.74, Synergy_HSA=2.55.